Dataset: Catalyst prediction with 721,799 reactions and 888 catalyst types from USPTO. Task: Predict which catalyst facilitates the given reaction. (1) Reactant: [C:1]([O:5][C:6]([C@H:8]([CH3:12])[C:9]([OH:11])=O)=[O:7])([CH3:4])([CH3:3])[CH3:2].C1CN([P+](ON2N=NC3C=CC=CC2=3)(N2CCCC2)N2CCCC2)CC1.F[P-](F)(F)(F)(F)F.CCN(C(C)C)C(C)C.[NH2:55][C:56]1[CH:57]=[C:58]([C:62]2[N:71]=[C:70]([NH:72][C:73]3[CH:74]=[C:75]4[C:79](=[CH:80][CH:81]=3)[N:78]([C:82]([O:84][C:85]([CH3:88])([CH3:87])[CH3:86])=[O:83])[N:77]=[CH:76]4)[C:69]3[C:64](=[CH:65][CH:66]=[CH:67][CH:68]=3)[N:63]=2)[CH:59]=[CH:60][CH:61]=1. Product: [C:1]([O:5][C:6]([C@H:8]([CH3:12])[C:9]([NH:55][C:56]1[CH:57]=[C:58]([C:62]2[N:71]=[C:70]([NH:72][C:73]3[CH:74]=[C:75]4[C:79](=[CH:80][CH:81]=3)[N:78]([C:82]([O:84][C:85]([CH3:88])([CH3:87])[CH3:86])=[O:83])[N:77]=[CH:76]4)[C:69]3[C:64](=[CH:65][CH:66]=[CH:67][CH:68]=3)[N:63]=2)[CH:59]=[CH:60][CH:61]=1)=[O:11])=[O:7])([CH3:2])([CH3:3])[CH3:4]. The catalyst class is: 2. (2) Reactant: [C:1]([C:3]1[CH:4]=[CH:5][C:6]([S:9][CH3:10])=[N:7][CH:8]=1)#[N:2].[C:11](OC)(=[O:19])[C:12]1[C:13](=[CH:15][CH:16]=[CH:17][CH:18]=1)[SH:14].C(N(CC)CC)C. Product: [CH3:10][S:9][C:6]1[N:7]=[CH:8][C:3]([C:1]2[S:14][C:13]3[CH:15]=[CH:16][CH:17]=[CH:18][C:12]=3[C:11](=[O:19])[N:2]=2)=[CH:4][CH:5]=1. The catalyst class is: 11.